The task is: Predict the reaction yield, written as a fraction of the theoretical maximum amount of product (1.0 means a 100% yield; for example, 0.34 means a 34% yield).. This data is from Reaction yield outcomes from USPTO patents with 853,638 reactions. (1) The product is [NH2:37][C:36]1[CH:38]=[CH:39][C:33]([C:2]2[N:7]=[C:6]([N:8]3[CH2:13][CH2:12][O:11][CH2:10][CH2:9]3)[N:5]=[C:4]([C:14]3[CH:19]=[CH:18][C:17]([NH:20][C:21]([NH:23][CH3:24])=[O:22])=[CH:16][CH:15]=3)[N:3]=2)=[CH:34][CH:35]=1. The yield is 0.450. No catalyst specified. The reactants are Cl[C:2]1[N:7]=[C:6]([N:8]2[CH2:13][CH2:12][O:11][CH2:10][CH2:9]2)[N:5]=[C:4]([C:14]2[CH:19]=[CH:18][C:17]([NH:20][C:21]([NH:23][CH3:24])=[O:22])=[CH:16][CH:15]=2)[N:3]=1.CC1(C)C(C)(C)OB([C:33]2[CH:39]=[CH:38][C:36]([NH2:37])=[CH:35][CH:34]=2)O1. (2) The reactants are O.O=[C:3]1[NH:8][N:7]=[C:6]([C:9]([OH:11])=O)[CH:5]=[CH:4]1.CN(C)C=O.S(Cl)([Cl:19])=O.[CH3:21][CH:22]([CH3:26])[CH2:23][CH2:24][NH2:25]. The catalyst is C(Cl)(Cl)Cl.ClCCl.C(N(CC)CC)C. The product is [CH3:21][CH:22]([CH3:26])[CH2:23][CH2:24][NH:25][C:9]([C:6]1[N:7]=[N:8][C:3]([Cl:19])=[CH:4][CH:5]=1)=[O:11]. The yield is 0.980. (3) The reactants are [CH3:1][C:2]1[CH:7]=[C:6]([CH3:8])[NH:5][C:4](=[O:9])[C:3]=1[CH2:10][NH:11][C:12]([C:14]1[C:15]2[CH:34]=[N:33][N:32]([CH:35]([CH3:37])[CH3:36])[C:16]=2[N:17]=[C:18]([C:20]2[CH2:21][CH2:22][N:23]([CH:26]3[CH2:31][CH2:30][NH:29][CH2:28][CH2:27]3)[CH2:24][CH:25]=2)[CH:19]=1)=[O:13].[CH:38]([S:40]([CH3:43])(=[O:42])=[O:41])=[CH2:39]. The catalyst is CO. The product is [CH3:1][C:2]1[CH:7]=[C:6]([CH3:8])[NH:5][C:4](=[O:9])[C:3]=1[CH2:10][NH:11][C:12]([C:14]1[C:15]2[CH:34]=[N:33][N:32]([CH:35]([CH3:37])[CH3:36])[C:16]=2[N:17]=[C:18]([C:20]2[CH2:21][CH2:22][N:23]([CH:26]3[CH2:27][CH2:28][N:29]([CH2:39][CH2:38][S:40]([CH3:43])(=[O:42])=[O:41])[CH2:30][CH2:31]3)[CH2:24][CH:25]=2)[CH:19]=1)=[O:13]. The yield is 0.410. (4) The reactants are [Cl:1][C:2]1[N:3]=[C:4]([N:13]2[CH2:18][CH2:17][O:16][CH2:15][CH2:14]2)[C:5]2[CH:10]=[C:9]([CH:11]=O)[S:8][C:6]=2[N:7]=1.[Cl-].[CH3:20][S:21]([N:24]1[CH2:29][CH2:28][NH2+:27][CH2:26][CH2:25]1)(=[O:23])=[O:22].C([O-])(=O)C.[Na+].C(OC)(OC)OC.C(O[BH-](OC(=O)C)OC(=O)C)(=O)C.[Na+]. The catalyst is ClCCCl.C(OCC)(=O)C. The product is [Cl:1][C:2]1[N:3]=[C:4]([N:13]2[CH2:18][CH2:17][O:16][CH2:15][CH2:14]2)[C:5]2[CH:10]=[C:9]([CH2:11][N:27]3[CH2:28][CH2:29][N:24]([S:21]([CH3:20])(=[O:23])=[O:22])[CH2:25][CH2:26]3)[S:8][C:6]=2[N:7]=1. The yield is 0.800. (5) The reactants are C([Li])CCC.Br[C:7]1[CH:12]=[CH:11][CH:10]=[CH:9][N:8]=1.[CH3:13][Sn:14](Cl)([CH3:16])[CH3:15].C1COCC1. No catalyst specified. The product is [CH3:13][Sn:14]([CH3:16])([CH3:15])[C:7]1[CH:12]=[CH:11][CH:10]=[CH:9][N:8]=1. The yield is 0.510. (6) The reactants are [Cl:1][C:2]1[C:3]([O:12][C:13]2[CH:18]=[C:17]([OH:19])[CH:16]=[CH:15][C:14]=2/[CH:20]=[CH:21]/[C:22]([O:24][CH2:25][CH3:26])=[O:23])=[N:4][CH:5]=[C:6]([C:8]([F:11])([F:10])[F:9])[CH:7]=1.C(P(CCCC)CCCC)CCC.[CH3:40][O:41][CH2:42][CH2:43]O.N(C(N1CCCCC1)=O)=NC(N1CCCCC1)=O. The catalyst is O1CCCC1. The product is [Cl:1][C:2]1[C:3]([O:12][C:13]2[CH:18]=[C:17]([O:19][CH2:43][CH2:42][O:41][CH3:40])[CH:16]=[CH:15][C:14]=2/[CH:20]=[CH:21]/[C:22]([O:24][CH2:25][CH3:26])=[O:23])=[N:4][CH:5]=[C:6]([C:8]([F:9])([F:11])[F:10])[CH:7]=1. The yield is 0.600. (7) The reactants are [NH2:1][N:2]1[CH:11]=[CH:10][C:9]2[N:8]=[CH:7][CH:6]=[CH:5][C:4]=2[C:3]1=[NH2+:12].CC1C=C(C)C=C(C)C=1S([O-])(=O)=O.[Cl:26][CH:27]([Cl:32])[C:28](OC)=O.C([O-])([O-])=O.[K+].[K+]. The catalyst is CCO. The product is [Cl:26][CH:27]([Cl:32])[C:28]1[N:12]=[C:3]2[C:4]3[CH:5]=[CH:6][CH:7]=[N:8][C:9]=3[CH:10]=[CH:11][N:2]2[N:1]=1. The yield is 0.290. (8) The catalyst is O. The reactants are [CH2:1]([CH:3]([CH2:18][CH3:19])[CH2:4][NH:5][C:6]1[C:11]([C:12]([O:14]C)=[O:13])=[CH:10][N:9]=[C:8]([S:16][CH3:17])[N:7]=1)[CH3:2].C(O)C.[OH-].[Na+]. The product is [CH2:18]([CH:3]([CH2:1][CH3:2])[CH2:4][NH:5][C:6]1[C:11]([C:12]([OH:14])=[O:13])=[CH:10][N:9]=[C:8]([S:16][CH3:17])[N:7]=1)[CH3:19]. The yield is 0.910.